This data is from Forward reaction prediction with 1.9M reactions from USPTO patents (1976-2016). The task is: Predict the product of the given reaction. (1) The product is: [C:22]([OH:23])(=[O:34])[C:21]1[CH:16]=[CH:17][CH:18]=[CH:19][CH:20]=1. Given the reactants ClC1C([C@@H](N2[C:22](=[O:23])[C:21]3[C:16](=[CH:17][CH:18]=[CH:19][CH:20]=3)C2=O)C)=CC2C(=CC(F)=CC=2)N=1.FC1C=C(B(O)[OH:34])C=CC=1.C(=O)([O-])[O-].[Na+].[Na+].N#N, predict the reaction product. (2) Given the reactants Cl.[CH3:2][O:3][C:4](=[O:10])[C@@H:5]1[CH2:9][CH2:8][CH2:7][NH:6]1.[Cl:11][C:12]1[CH:13]=[C:14]([S:19](Cl)(=[O:21])=[O:20])[CH:15]=[C:16]([Cl:18])[CH:17]=1, predict the reaction product. The product is: [CH3:2][O:3][C:4](=[O:10])[C@@H:5]1[CH2:9][CH2:8][CH2:7][N:6]1[S:19]([C:14]1[CH:13]=[C:12]([Cl:11])[CH:17]=[C:16]([Cl:18])[CH:15]=1)(=[O:21])=[O:20]. (3) The product is: [CH3:1][O:2][C:3](=[O:12])[C:4]1[CH:9]=[C:8]([Br:10])[CH:7]=[N:6][C:5]=1[Cl:15]. Given the reactants [CH3:1][O:2][C:3](=[O:12])[C:4]1[CH:9]=[C:8]([Br:10])[CH:7]=[N:6][C:5]=1O.O=P(Cl)(Cl)[Cl:15], predict the reaction product. (4) Given the reactants [Cl:1][C:2]1[CH:3]=[CH:4][C:5]2[N:6]([CH:8]=[C:9]([NH2:11])[N:10]=2)[N:7]=1.C(N(CC)CC)C.[C:19](OC(=O)C)(=[O:21])[CH3:20], predict the reaction product. The product is: [Cl:1][C:2]1[CH:3]=[CH:4][C:5]2[N:6]([CH:8]=[C:9]([NH:11][C:19](=[O:21])[CH3:20])[N:10]=2)[N:7]=1. (5) Given the reactants [Cl:1][C:2]1[S:6][C:5]([C:7]2[S:8][CH:9]=[CH:10][CH:11]=2)=[CH:4][CH:3]=1.[Li]CCCC.CN([CH:20]=[O:21])C.C1C[O:25]CC1, predict the reaction product. The product is: [Cl:1][C:2]1[S:6][C:5]([C:7]2[S:8][C:9]([C:20]([OH:21])=[O:25])=[CH:10][CH:11]=2)=[CH:4][CH:3]=1.